This data is from NCI-60 drug combinations with 297,098 pairs across 59 cell lines. The task is: Regression. Given two drug SMILES strings and cell line genomic features, predict the synergy score measuring deviation from expected non-interaction effect. (1) Drug 1: CCC1(CC2CC(C3=C(CCN(C2)C1)C4=CC=CC=C4N3)(C5=C(C=C6C(=C5)C78CCN9C7C(C=CC9)(C(C(C8N6C)(C(=O)OC)O)OC(=O)C)CC)OC)C(=O)OC)O.OS(=O)(=O)O. Drug 2: CS(=O)(=O)OCCCCOS(=O)(=O)C. Cell line: OVCAR-4. Synergy scores: CSS=-1.18, Synergy_ZIP=0.783, Synergy_Bliss=1.16, Synergy_Loewe=-2.72, Synergy_HSA=-2.05. (2) Synergy scores: CSS=0.567, Synergy_ZIP=0.774, Synergy_Bliss=2.24, Synergy_Loewe=0.353, Synergy_HSA=0.210. Cell line: HS 578T. Drug 2: CC(C)(C#N)C1=CC(=CC(=C1)CN2C=NC=N2)C(C)(C)C#N. Drug 1: C(=O)(N)NO. (3) Drug 1: C#CCC(CC1=CN=C2C(=N1)C(=NC(=N2)N)N)C3=CC=C(C=C3)C(=O)NC(CCC(=O)O)C(=O)O. Drug 2: CN(CC1=CN=C2C(=N1)C(=NC(=N2)N)N)C3=CC=C(C=C3)C(=O)NC(CCC(=O)O)C(=O)O. Cell line: OVCAR-4. Synergy scores: CSS=62.1, Synergy_ZIP=1.01, Synergy_Bliss=-1.36, Synergy_Loewe=-7.64, Synergy_HSA=-0.436. (4) Drug 1: CS(=O)(=O)C1=CC(=C(C=C1)C(=O)NC2=CC(=C(C=C2)Cl)C3=CC=CC=N3)Cl. Drug 2: C1=CC(=CC=C1CCCC(=O)O)N(CCCl)CCCl. Cell line: COLO 205. Synergy scores: CSS=27.2, Synergy_ZIP=1.05, Synergy_Bliss=-0.481, Synergy_Loewe=-11.6, Synergy_HSA=-5.38. (5) Drug 1: C1CC(C1)(C(=O)O)C(=O)O.[NH2-].[NH2-].[Pt+2]. Drug 2: CC(C)NC(=O)C1=CC=C(C=C1)CNNC.Cl. Cell line: HCT116. Synergy scores: CSS=9.39, Synergy_ZIP=-4.01, Synergy_Bliss=-12.4, Synergy_Loewe=-12.8, Synergy_HSA=-16.4. (6) Drug 1: CC12CCC3C(C1CCC2O)C(CC4=C3C=CC(=C4)O)CCCCCCCCCS(=O)CCCC(C(F)(F)F)(F)F. Drug 2: CNC(=O)C1=NC=CC(=C1)OC2=CC=C(C=C2)NC(=O)NC3=CC(=C(C=C3)Cl)C(F)(F)F. Cell line: SW-620. Synergy scores: CSS=-21.2, Synergy_ZIP=9.17, Synergy_Bliss=-0.793, Synergy_Loewe=-20.0, Synergy_HSA=-19.0. (7) Drug 1: CCCS(=O)(=O)NC1=C(C(=C(C=C1)F)C(=O)C2=CNC3=C2C=C(C=N3)C4=CC=C(C=C4)Cl)F. Drug 2: CN1C(=O)N2C=NC(=C2N=N1)C(=O)N. Cell line: 786-0. Synergy scores: CSS=11.4, Synergy_ZIP=1.01, Synergy_Bliss=3.07, Synergy_Loewe=3.35, Synergy_HSA=3.37.